Dataset: Reaction yield outcomes from USPTO patents with 853,638 reactions. Task: Predict the reaction yield, written as a fraction of the theoretical maximum amount of product (1.0 means a 100% yield; for example, 0.34 means a 34% yield). The reactants are Cl[C:2]1[N:7]=[N:6][C:5]([C:8]([O:10][CH3:11])=[O:9])=[CH:4][CH:3]=1.CC1(C)C(C)(C)OB([C:20]2[N:25]=[C:24]([C:26]#[N:27])[CH:23]=[CH:22][CH:21]=2)O1.C([O-])([O-])=O.[K+].[K+]. The catalyst is CN(C=O)C.C1C=CC([P]([Pd]([P](C2C=CC=CC=2)(C2C=CC=CC=2)C2C=CC=CC=2)([P](C2C=CC=CC=2)(C2C=CC=CC=2)C2C=CC=CC=2)[P](C2C=CC=CC=2)(C2C=CC=CC=2)C2C=CC=CC=2)(C2C=CC=CC=2)C2C=CC=CC=2)=CC=1. The product is [C:26]([C:24]1[N:25]=[C:20]([C:2]2[N:7]=[N:6][C:5]([C:8]([O:10][CH3:11])=[O:9])=[CH:4][CH:3]=2)[CH:21]=[CH:22][CH:23]=1)#[N:27]. The yield is 0.530.